Dataset: Reaction yield outcomes from USPTO patents with 853,638 reactions. Task: Predict the reaction yield, written as a fraction of the theoretical maximum amount of product (1.0 means a 100% yield; for example, 0.34 means a 34% yield). The reactants are C[O:2][C:3](=O)[C:4]1[CH:9]=[C:8]([Cl:10])[CH:7]=[CH:6][C:5]=1[O:11][CH2:12][CH2:13][CH2:14][N:15]1[CH2:20][CH2:19][C:18]([CH2:22][C:23]2[CH:28]=[CH:27][C:26]([Cl:29])=[CH:25][CH:24]=2)([OH:21])[C:17]([CH3:31])([CH3:30])[CH2:16]1.[NH3:33]. The catalyst is CO. The product is [Cl:10][C:8]1[CH:7]=[CH:6][C:5]([O:11][CH2:12][CH2:13][CH2:14][N:15]2[CH2:20][CH2:19][C:18]([CH2:22][C:23]3[CH:28]=[CH:27][C:26]([Cl:29])=[CH:25][CH:24]=3)([OH:21])[C:17]([CH3:31])([CH3:30])[CH2:16]2)=[C:4]([CH:9]=1)[C:3]([NH2:33])=[O:2]. The yield is 0.920.